This data is from Reaction yield outcomes from USPTO patents with 853,638 reactions. The task is: Predict the reaction yield, written as a fraction of the theoretical maximum amount of product (1.0 means a 100% yield; for example, 0.34 means a 34% yield). (1) The reactants are [N:1]12[CH2:8][CH2:7][C:4]([C:9]([C:17]3[CH:22]=[CH:21][CH:20]=[CH:19][CH:18]=3)([C:11]3[CH:16]=[CH:15][CH:14]=[CH:13][CH:12]=3)[OH:10])([CH2:5][CH2:6]1)[CH2:3][CH2:2]2.[Br:23][CH2:24][CH2:25][O:26][CH:27]1[CH2:32][CH2:31][CH2:30][CH2:29][O:28]1. The catalyst is CC#N. The product is [Br-:23].[OH:10][C:9]([C:17]1[CH:22]=[CH:21][CH:20]=[CH:19][CH:18]=1)([C:11]1[CH:12]=[CH:13][CH:14]=[CH:15][CH:16]=1)[C:4]12[CH2:5][CH2:6][N+:1]([CH2:24][CH2:25][O:26][CH:27]3[CH2:32][CH2:31][CH2:30][CH2:29][O:28]3)([CH2:2][CH2:3]1)[CH2:8][CH2:7]2. The yield is 0.316. (2) The reactants are [F:1][C:2]1[CH:22]=[C:21]([NH:23][C:24]([C:26]2([C:29](=[O:38])[NH:30][C:31]3[CH:36]=[CH:35][C:34]([F:37])=[CH:33][CH:32]=3)[CH2:28][CH2:27]2)=[O:25])[C:20]([F:39])=[CH:19][C:3]=1[O:4][C:5]1[CH:10]=[CH:9][N:8]=[C:7]([NH:11]C(=O)OC(C)(C)C)[CH:6]=1.C(O)(C(F)(F)F)=O.C([O-])(O)=O.[Na+]. The catalyst is C(Cl)Cl. The product is [NH2:11][C:7]1[CH:6]=[C:5]([O:4][C:3]2[C:2]([F:1])=[CH:22][C:21]([NH:23][C:24]([C:26]3([C:29]([NH:30][C:31]4[CH:32]=[CH:33][C:34]([F:37])=[CH:35][CH:36]=4)=[O:38])[CH2:28][CH2:27]3)=[O:25])=[C:20]([F:39])[CH:19]=2)[CH:10]=[CH:9][N:8]=1. The yield is 0.820. (3) The reactants are C[O:2][C:3]([C:5]1[S:9][C:8]2[C:10]([Br:13])=[CH:11][S:12][C:7]=2[C:6]=1[O:14][CH2:15][C:16]([O:18]CC)=[O:17])=[O:4].[Li+].[OH-]. The catalyst is C1COCC1.O. The product is [Br:13][C:10]1[C:8]2[S:9][C:5]([C:3]([OH:4])=[O:2])=[C:6]([O:14][CH2:15][C:16]([OH:18])=[O:17])[C:7]=2[S:12][CH:11]=1. The yield is 0.600. (4) The product is [N+:8]([C:6]1[CH:5]=[C:4]([NH:11][C:12](=[O:14])[CH3:13])[CH:3]=[C:2]([N:15]2[CH:20]=[CH:19][CH:18]=[CH:17][C:16]2=[O:21])[CH:7]=1)([O-:10])=[O:9]. The yield is 0.950. The reactants are Br[C:2]1[CH:3]=[C:4]([NH:11][C:12](=[O:14])[CH3:13])[CH:5]=[C:6]([N+:8]([O-:10])=[O:9])[CH:7]=1.[N:15]1[CH:20]=[CH:19][CH:18]=[CH:17][C:16]=1[OH:21].C(=O)([O-])[O-].[K+].[K+]. The catalyst is C1(C)C=CC=CC=1.[Cu]I.